Task: Predict which catalyst facilitates the given reaction.. Dataset: Catalyst prediction with 721,799 reactions and 888 catalyst types from USPTO (1) Product: [C:1]([C:5]1[C:6]([O:13][CH2:14][CH2:15][CH3:16])=[C:7]([CH:10]=[CH:11][CH:12]=1)[CH2:8][NH:18][CH3:17])([CH3:4])([CH3:3])[CH3:2]. The catalyst class is: 5. Reactant: [C:1]([C:5]1[C:6]([O:13][CH2:14][CH2:15][CH3:16])=[C:7]([CH:10]=[CH:11][CH:12]=1)[CH:8]=O)([CH3:4])([CH3:3])[CH3:2].[CH3:17][NH2:18].[BH4-].[Na+].O. (2) The catalyst class is: 4. Product: [Br:17][C:18]1[CH:23]=[CH:22][CH:21]=[CH:20][C:19]=1[NH:24][C:25]([NH:12][CH:10]1[CH2:11][N:8]([C:6]2[CH:5]=[C:4]([C:13]([F:14])([F:16])[F:15])[CH:3]=[C:2]([CH3:1])[N:7]=2)[CH2:9]1)=[O:26]. Reactant: [CH3:1][C:2]1[N:7]=[C:6]([N:8]2[CH2:11][CH:10]([NH2:12])[CH2:9]2)[CH:5]=[C:4]([C:13]([F:16])([F:15])[F:14])[CH:3]=1.[Br:17][C:18]1[CH:23]=[CH:22][CH:21]=[CH:20][C:19]=1[N:24]=[C:25]=[O:26].